This data is from Catalyst prediction with 721,799 reactions and 888 catalyst types from USPTO. The task is: Predict which catalyst facilitates the given reaction. (1) Reactant: [O:1]1[CH2:6][CH2:5][N:4]([C:7]2[CH:8]=[CH:9][C:10]([CH2:13][OH:14])=[N:11][CH:12]=2)[CH2:3][CH2:2]1.[H-].[Na+].F[C:18]1[CH:25]=[CH:24][C:21]([C:22]#[N:23])=[CH:20][CH:19]=1.[NH4+].[Cl-]. Product: [O:1]1[CH2:6][CH2:5][N:4]([C:7]2[CH:8]=[CH:9][C:10]([CH2:13][O:14][C:18]3[CH:25]=[CH:24][C:21]([C:22]#[N:23])=[CH:20][CH:19]=3)=[N:11][CH:12]=2)[CH2:3][CH2:2]1. The catalyst class is: 136. (2) Reactant: [O:1]=[C:2]1[N:6]([CH:7]([CH2:11][C:12]2[CH:17]=[CH:16][CH:15]=[CH:14][CH:13]=2)[C:8]([OH:10])=[O:9])[C:5](=[S:18])[NH:4][CH2:3]1.[O:19]([C:21]1[CH:26]=[CH:25][C:24]([C:27]2[S:31][C:30]([CH:32]=O)=[CH:29][CH:28]=2)=[CH:23][CH:22]=1)[CH3:20].NCCC(O)=O.CO.C(Cl)Cl. Product: [CH3:20][O:19][C:21]1[CH:22]=[CH:23][C:24]([C:27]2[S:31][C:30]([CH:32]=[C:3]3[C:2](=[O:1])[N:6]([CH:7]([CH2:11][C:12]4[CH:17]=[CH:16][CH:15]=[CH:14][CH:13]=4)[C:8]([OH:10])=[O:9])[C:5](=[S:18])[NH:4]3)=[CH:29][CH:28]=2)=[CH:25][CH:26]=1. The catalyst class is: 15. (3) Reactant: Cl[C:2]1[N:11]=[CH:10][CH:9]=[C:8]2[C:3]=1[CH:4]=[C:5]([C:32]1[CH:37]=[CH:36][CH:35]=[CH:34][CH:33]=1)[C:6]([C:12]1[CH:17]=[CH:16][C:15]([C:18]3([NH:21][C:22](=[O:31])[O:23][CH2:24][C:25]4[CH:30]=[CH:29][CH:28]=[CH:27][CH:26]=4)[CH2:20][CH2:19]3)=[CH:14][CH:13]=1)=[N:7]2.[H-].[Na+].[N:40]1[CH:45]=[CH:44][C:43]([CH2:46][CH2:47][OH:48])=[CH:42][CH:41]=1. Product: [C:32]1([C:5]2[C:6]([C:12]3[CH:17]=[CH:16][C:15]([C:18]4([NH:21][C:22](=[O:31])[O:23][CH2:24][C:25]5[CH:26]=[CH:27][CH:28]=[CH:29][CH:30]=5)[CH2:19][CH2:20]4)=[CH:14][CH:13]=3)=[N:7][C:8]3[C:3]([CH:4]=2)=[C:2]([O:48][CH2:47][CH2:46][C:43]2[CH:44]=[CH:45][N:40]=[CH:41][CH:42]=2)[N:11]=[CH:10][CH:9]=3)[CH:37]=[CH:36][CH:35]=[CH:34][CH:33]=1. The catalyst class is: 1. (4) Reactant: Cl[C:2]1[CH:9]=[CH:8][C:5]([C:6]#[N:7])=[CH:4][C:3]=1[N+:10]([O-:12])=[O:11].[CH:13]1([NH2:19])[CH2:18][CH2:17][CH2:16][CH2:15][CH2:14]1.O. Product: [CH:13]1([NH:19][C:2]2[CH:9]=[CH:8][C:5]([C:6]#[N:7])=[CH:4][C:3]=2[N+:10]([O-:12])=[O:11])[CH2:18][CH2:17][CH2:16][CH2:15][CH2:14]1. The catalyst class is: 3. (5) Reactant: [C:1]([O:5][C:6](=[O:29])[NH:7][C:8]1[CH:13]=[CH:12][C:11]([C:14]2[CH:15]=[N:16][C:17]([O:20]CC3C=CC=CC=3)=[CH:18][CH:19]=2)=[CH:10][C:9]=1[NH2:28])([CH3:4])([CH3:3])[CH3:2]. Product: [C:1]([O:5][C:6](=[O:29])[NH:7][C:8]1[CH:13]=[CH:12][C:11]([C:14]2[CH:19]=[CH:18][C:17](=[O:20])[NH:16][CH:15]=2)=[CH:10][C:9]=1[NH2:28])([CH3:4])([CH3:2])[CH3:3]. The catalyst class is: 45. (6) Reactant: Br[C:2]1[CH:3]=[CH:4][C:5]([NH:13][C:14]2[C:19]([C:20]([F:23])([F:22])[F:21])=[CH:18][N:17]=[C:16]([NH:24][C:25]3[CH:39]=[CH:38][C:28]([CH2:29][P:30](=[O:37])([O:34][CH2:35][CH3:36])[O:31][CH2:32][CH3:33])=[CH:27][CH:26]=3)[N:15]=2)=[C:6]2[C:10]=1[CH2:9][N:8]([CH3:11])[C:7]2=[O:12].[CH3:40][N:41](C=O)C. Product: [C:40]([C:2]1[CH:3]=[CH:4][C:5]([NH:13][C:14]2[C:19]([C:20]([F:22])([F:21])[F:23])=[CH:18][N:17]=[C:16]([NH:24][C:25]3[CH:39]=[CH:38][C:28]([CH2:29][P:30](=[O:37])([O:31][CH2:32][CH3:33])[O:34][CH2:35][CH3:36])=[CH:27][CH:26]=3)[N:15]=2)=[C:6]2[C:10]=1[CH2:9][N:8]([CH3:11])[C:7]2=[O:12])#[N:41]. The catalyst class is: 267. (7) Reactant: [F:1][C:2]([F:16])([F:15])[C:3]1[CH:4]=[CH:5][C:6]2[CH:10]=[C:9]([C:11](Cl)=[O:12])[S:8][C:7]=2[CH:14]=1.[NH:17]1[CH2:20][CH:19]([N:21]2[CH2:26][CH2:25][N:24]([C:27](=[O:32])[C:28]([F:31])([F:30])[F:29])[CH2:23][CH2:22]2)[CH2:18]1. Product: [F:31][C:28]([F:29])([F:30])[C:27]([N:24]1[CH2:23][CH2:22][N:21]([CH:19]2[CH2:20][N:17]([C:11]([C:9]3[S:8][C:7]4[CH:14]=[C:3]([C:2]([F:16])([F:15])[F:1])[CH:4]=[CH:5][C:6]=4[CH:10]=3)=[O:12])[CH2:18]2)[CH2:26][CH2:25]1)=[O:32]. The catalyst class is: 2. (8) Reactant: [Cl-].[C:2]([CH2:5][N+]1C=CC=CC=1)(=[O:4])[NH2:3].[CH:12]([C:14](=[CH:17][C:18]1[CH:23]=[CH:22][CH:21]=[CH:20][C:19]=1[CH3:24])[C:15]#[N:16])=O.C(N(CC)CC)C.[Cl-].ClC=[N+](C)C. Product: [OH:4][C:2]1[CH:5]=[C:17]([C:18]2[CH:23]=[CH:22][CH:21]=[CH:20][C:19]=2[CH3:24])[C:14]([C:15]#[N:16])=[CH:12][N:3]=1. The catalyst class is: 5. (9) Reactant: [CH3:1][O:2][C:3]1[CH:4]=[C:5]([C:11]2[S:15][C:14]3=[N:16][CH:17]=[C:18](I)[N:13]3[N:12]=2)[CH:6]=[CH:7][C:8]=1[O:9][CH3:10].[C:20]([N:27]1[CH2:32][CH2:31][N:30]([C:33]2[N:38]=[CH:37][C:36](B3OC(C)(C)C(C)(C)O3)=[CH:35][N:34]=2)[CH2:29][CH2:28]1)([O:22][C:23]([CH3:26])([CH3:25])[CH3:24])=[O:21].C([O-])([O-])=O.[Na+].[Na+]. Product: [C:23]([O:22][C:20]([N:27]1[CH2:32][CH2:31][N:30]([C:33]2[N:34]=[CH:35][C:36]([C:18]3[N:13]4[C:14]([S:15][C:11]([C:5]5[CH:6]=[CH:7][C:8]([O:9][CH3:10])=[C:3]([O:2][CH3:1])[CH:4]=5)=[N:12]4)=[N:16][CH:17]=3)=[CH:37][N:38]=2)[CH2:29][CH2:28]1)=[O:21])([CH3:26])([CH3:24])[CH3:25]. The catalyst class is: 12. (10) Product: [O:16]1[C:12]2[CH:11]=[CH:10][C:9]([C:20]3[C:28]4[C:23](=[N:24][CH:25]=[N:26][C:27]=4[NH2:29])[N:22]([CH:30]([CH3:32])[CH3:31])[N:21]=3)=[CH:17][C:13]=2[CH:14]=[CH:15]1. The catalyst class is: 414. Reactant: CC1(C)C(C)(C)OB([C:9]2[CH:10]=[CH:11][C:12]3[O:16][CH:15]=[CH:14][C:13]=3[CH:17]=2)O1.I[C:20]1[C:28]2[C:23](=[N:24][CH:25]=[N:26][C:27]=2[NH2:29])[N:22]([CH:30]([CH3:32])[CH3:31])[N:21]=1.C([O-])([O-])=O.[Na+].[Na+].